From a dataset of Full USPTO retrosynthesis dataset with 1.9M reactions from patents (1976-2016). Predict the reactants needed to synthesize the given product. (1) The reactants are: [CH3:1][O:2][C:3](=[O:22])[CH2:4][CH2:5][C:6]([CH:8]1[CH:13]=[CH:12][CH:11]=[C:10]([Si:14]([C:17]([CH3:20])([CH3:19])[CH3:18])([CH3:16])[CH3:15])[C:9]1=[O:21])=O.[NH2:23][NH:24][C:25]([NH2:27])=[S:26]. Given the product [CH3:1][O:2][C:3](=[O:22])[CH2:4][CH2:5][C:6]([CH:8]1[CH:13]=[CH:12][CH:11]=[C:10]([Si:14]([C:17]([CH3:20])([CH3:19])[CH3:18])([CH3:16])[CH3:15])[C:9]1=[O:21])=[N:23][NH:24][C:25]([NH2:27])=[S:26], predict the reactants needed to synthesize it. (2) Given the product [F:1][C:2]1[CH:3]=[C:4]([CH:8]=[C:9]([F:11])[CH:10]=1)[C:5]([O:7][CH3:12])=[O:6], predict the reactants needed to synthesize it. The reactants are: [F:1][C:2]1[CH:3]=[C:4]([CH:8]=[C:9]([F:11])[CH:10]=1)[C:5]([OH:7])=[O:6].[C:12](Cl)(=O)C(Cl)=O.CN(C)C=O.CO. (3) Given the product [Br:12][C:10]1[CH:9]=[CH:8][C:7]2[S:13](=[O:15])(=[O:14])[N:16]=[C:17]([C:19]3[C:20](=[O:35])[N:21]([CH2:30][CH2:31][CH:32]([CH3:33])[CH3:34])[C:22]4[C:27]([C:28]=3[OH:29])=[CH:26][CH:25]=[CH:24][CH:23]=4)[NH:5][C:6]=2[CH:11]=1, predict the reactants needed to synthesize it. The reactants are: C[Al](C)C.[NH2:5][C:6]1[CH:11]=[C:10]([Br:12])[CH:9]=[CH:8][C:7]=1[S:13]([NH2:16])(=[O:15])=[O:14].[C:17]([C:19]1[C:20](=[O:35])[N:21]([CH2:30][CH2:31][CH:32]([CH3:34])[CH3:33])[C:22]2[C:27]([C:28]=1[OH:29])=[CH:26][CH:25]=[CH:24][CH:23]=2)#N.O.C(=O)([O-])O.[Na+].Cl. (4) Given the product [C:1]([O:5][C:6](=[O:33])[NH:7][CH2:8][CH:9]1[CH2:12][N:11]([CH2:13][C:14]#[C:15][C:16]2[CH:17]=[N:18][CH:19]=[CH:20][C:21]=2[O:22][C:23]2[CH:28]=[CH:27][C:26]([NH2:29])=[CH:25][C:24]=2[F:32])[CH2:10]1)([CH3:4])([CH3:2])[CH3:3], predict the reactants needed to synthesize it. The reactants are: [C:1]([O:5][C:6](=[O:33])[NH:7][CH2:8][CH:9]1[CH2:12][N:11]([CH2:13][C:14]#[C:15][C:16]2[CH:17]=[N:18][CH:19]=[CH:20][C:21]=2[O:22][C:23]2[CH:28]=[CH:27][C:26]([N+:29]([O-])=O)=[CH:25][C:24]=2[F:32])[CH2:10]1)([CH3:4])([CH3:3])[CH3:2].[NH4+].[Cl-].